Task: Predict the reactants needed to synthesize the given product.. Dataset: Full USPTO retrosynthesis dataset with 1.9M reactions from patents (1976-2016) Given the product [Cl:38][C:18]([C:28]1[CH:33]=[CH:32][C:31]([Cl:34])=[CH:30][CH:29]=1)([C:20]1[N:24]([CH3:25])[C:23]([S:26][CH3:27])=[N:22][N:21]=1)[C:15]1[CH:16]=[C:17]2[C:12](=[CH:13][CH:14]=1)[N:11]=[C:10]([CH3:35])[CH:9]=[C:8]2[C:4]1[CH:5]=[CH:6][CH:7]=[C:2]([Cl:1])[CH:3]=1, predict the reactants needed to synthesize it. The reactants are: [Cl:1][C:2]1[CH:3]=[C:4]([C:8]2[C:17]3[C:12](=[CH:13][CH:14]=[C:15]([C:18]([C:28]4[CH:33]=[CH:32][C:31]([Cl:34])=[CH:30][CH:29]=4)([C:20]4[N:24]([CH3:25])[C:23]([S:26][CH3:27])=[N:22][N:21]=4)O)[CH:16]=3)[N:11]=[C:10]([CH3:35])[CH:9]=2)[CH:5]=[CH:6][CH:7]=1.S(Cl)([Cl:38])=O.